Dataset: NCI-60 drug combinations with 297,098 pairs across 59 cell lines. Task: Regression. Given two drug SMILES strings and cell line genomic features, predict the synergy score measuring deviation from expected non-interaction effect. (1) Drug 1: CN1C(=O)N2C=NC(=C2N=N1)C(=O)N. Drug 2: COC1=C2C(=CC3=C1OC=C3)C=CC(=O)O2. Cell line: HL-60(TB). Synergy scores: CSS=18.1, Synergy_ZIP=-1.51, Synergy_Bliss=1.07, Synergy_Loewe=1.34, Synergy_HSA=1.55. (2) Drug 1: CS(=O)(=O)CCNCC1=CC=C(O1)C2=CC3=C(C=C2)N=CN=C3NC4=CC(=C(C=C4)OCC5=CC(=CC=C5)F)Cl. Drug 2: C(=O)(N)NO. Cell line: KM12. Synergy scores: CSS=-4.31, Synergy_ZIP=10.1, Synergy_Bliss=5.26, Synergy_Loewe=-1.81, Synergy_HSA=-1.02. (3) Synergy scores: CSS=4.12, Synergy_ZIP=1.96, Synergy_Bliss=6.30, Synergy_Loewe=1.50, Synergy_HSA=0.567. Cell line: T-47D. Drug 2: C(=O)(N)NO. Drug 1: C1=CN(C=N1)CC(O)(P(=O)(O)O)P(=O)(O)O. (4) Drug 1: C1=C(C(=O)NC(=O)N1)F. Drug 2: CC1=C2C(C(=O)C3(C(CC4C(C3C(C(C2(C)C)(CC1OC(=O)C(C(C5=CC=CC=C5)NC(=O)C6=CC=CC=C6)O)O)OC(=O)C7=CC=CC=C7)(CO4)OC(=O)C)O)C)OC(=O)C. Cell line: M14. Synergy scores: CSS=54.8, Synergy_ZIP=1.82, Synergy_Bliss=-3.81, Synergy_Loewe=-1.74, Synergy_HSA=-1.11.